This data is from Peptide-MHC class II binding affinity with 134,281 pairs from IEDB. The task is: Regression. Given a peptide amino acid sequence and an MHC pseudo amino acid sequence, predict their binding affinity value. This is MHC class II binding data. (1) The peptide sequence is AASLLDEDMDALEEA. The MHC is HLA-DQA10301-DQB10302 with pseudo-sequence HLA-DQA10301-DQB10302. The binding affinity (normalized) is 0.602. (2) The binding affinity (normalized) is 0. The peptide sequence is SRRSRRAIDLPTHEN. The MHC is DRB1_0901 with pseudo-sequence DRB1_0901. (3) The peptide sequence is FRDRARVPLTSNNGI. The MHC is DRB1_1602 with pseudo-sequence DRB1_1602. The binding affinity (normalized) is 0.133. (4) The peptide sequence is QVESTAGSLQGQWRG. The MHC is DRB1_0802 with pseudo-sequence DRB1_0802. The binding affinity (normalized) is 0.445. (5) The peptide sequence is QAGFFLLTRILTIPQSLD. The MHC is DRB1_0404 with pseudo-sequence DRB1_0404. The binding affinity (normalized) is 0.626. (6) The peptide sequence is VDGMAWFTPVGLAVD. The MHC is HLA-DQA10401-DQB10402 with pseudo-sequence HLA-DQA10401-DQB10402. The binding affinity (normalized) is 0.394.